This data is from Forward reaction prediction with 1.9M reactions from USPTO patents (1976-2016). The task is: Predict the product of the given reaction. (1) Given the reactants [CH3:1][S:2][C:3]1[C:13]2[O:12][C:11]3[CH:14]=[CH:15][CH:16]=[CH:17][C:10]=3[N:9]=[C:8]([C:18]3[CH:27]=[CH:26][C:21]([C:22]([O:24][CH3:25])=[O:23])=[CH:20][CH:19]=3)[C:7]=2[CH:6]=[CH:5][CH:4]=1.I(O)(=O)(=O)=[O:29], predict the reaction product. The product is: [CH3:1][S:2]([C:3]1[C:13]2[O:12][C:11]3[CH:14]=[CH:15][CH:16]=[CH:17][C:10]=3[N:9]=[C:8]([C:18]3[CH:19]=[CH:20][C:21]([C:22]([O:24][CH3:25])=[O:23])=[CH:26][CH:27]=3)[C:7]=2[CH:6]=[CH:5][CH:4]=1)=[O:29]. (2) Given the reactants [C:1]([N:4]1[C@@H:12]([C:13]2[CH:18]=[CH:17][C:16]([O:19]CC3C=CC=CC=3)=[CH:15][CH:14]=2)[C@@H:11]2[C:6]([C:7]3[CH:30]=[C:29]([O:31][CH3:32])[CH:28]=[CH:27][C:8]=3[CH2:9][CH2:10]2)=[N:5]1)(=[O:3])[CH3:2], predict the reaction product. The product is: [C:1]([N:4]1[C@@H:12]([C:13]2[CH:18]=[CH:17][C:16]([OH:19])=[CH:15][CH:14]=2)[C@@H:11]2[C:6]([C:7]3[CH:30]=[C:29]([O:31][CH3:32])[CH:28]=[CH:27][C:8]=3[CH2:9][CH2:10]2)=[N:5]1)(=[O:3])[CH3:2]. (3) Given the reactants [N+:1]([C:4]1[CH:5]=[C:6]([N:10]2[C:14](=[O:15])[CH2:13][NH:12][C:11]2=[O:16])[CH:7]=[CH:8][CH:9]=1)([O-])=O, predict the reaction product. The product is: [NH2:1][C:4]1[CH:5]=[C:6]([N:10]2[C:14](=[O:15])[CH2:13][NH:12][C:11]2=[O:16])[CH:7]=[CH:8][CH:9]=1. (4) Given the reactants [C:1]([C:9]1[CH:18]=[C:17]2[C:12]([CH:13]=[CH:14][CH:15]=[C:16]2[N:19]2[CH2:24][CH2:23][N:22]([CH3:25])[CH2:21][CH2:20]2)=[CH:11][CH:10]=1)(=[O:8])[C:2]1[CH:7]=[CH:6][CH:5]=[CH:4][CH:3]=1.[C:26]1([Mg]Br)[CH:31]=[CH:30][CH:29]=[CH:28][CH:27]=1.[Cl-].[NH4+], predict the reaction product. The product is: [C:2]1([C:1]([C:26]2[CH:31]=[CH:30][CH:29]=[CH:28][CH:27]=2)([OH:8])[C:9]2[CH:18]=[C:17]3[C:12]([CH:13]=[CH:14][CH:15]=[C:16]3[N:19]3[CH2:20][CH2:21][N:22]([CH3:25])[CH2:23][CH2:24]3)=[CH:11][CH:10]=2)[CH:3]=[CH:4][CH:5]=[CH:6][CH:7]=1.